From a dataset of TCR-epitope binding with 47,182 pairs between 192 epitopes and 23,139 TCRs. Binary Classification. Given a T-cell receptor sequence (or CDR3 region) and an epitope sequence, predict whether binding occurs between them. (1) The epitope is LSDDAVVCFNSTY. The TCR CDR3 sequence is CASSFLSGGSKETQYF. Result: 0 (the TCR does not bind to the epitope). (2) The epitope is KLGGALQAK. The TCR CDR3 sequence is CASSLFGRDLGGYTF. Result: 1 (the TCR binds to the epitope). (3) The epitope is LSDDAVVCFNSTY. The TCR CDR3 sequence is CASSAPGLAHEQFF. Result: 0 (the TCR does not bind to the epitope). (4) The epitope is RIFTIGTVTLK. The TCR CDR3 sequence is CSVEVGWGDAEQYF. Result: 0 (the TCR does not bind to the epitope). (5) The epitope is AYILFTRFFYV. The TCR CDR3 sequence is CASSQDTQEHYGYTF. Result: 0 (the TCR does not bind to the epitope). (6) The TCR CDR3 sequence is CASSSPGSRSSYNEQFF. The epitope is RISNCVADY. Result: 1 (the TCR binds to the epitope). (7) The epitope is ILGLPTQTV. The TCR CDR3 sequence is CASSQEGVEASGVDTQYF. Result: 1 (the TCR binds to the epitope). (8) The epitope is GILGFVFTL. The TCR CDR3 sequence is CASSFYPITRGGKTGELFF. Result: 1 (the TCR binds to the epitope). (9) The epitope is ELAGIGILTV. Result: 0 (the TCR does not bind to the epitope). The TCR CDR3 sequence is CASSFNAGFNEQFF. (10) The epitope is FQPTNGVGY. The TCR CDR3 sequence is CASSARGWYNEQFF. Result: 1 (the TCR binds to the epitope).